Dataset: Reaction yield outcomes from USPTO patents with 853,638 reactions. Task: Predict the reaction yield, written as a fraction of the theoretical maximum amount of product (1.0 means a 100% yield; for example, 0.34 means a 34% yield). (1) The reactants are [CH:1]1([NH:4][C:5]([C:7]2[CH:8]=[CH:9][C:10]([CH3:30])=[C:11]([C:13]3[C:14]([C:27]([OH:29])=O)=[CH:15][C:16]([C:19]([NH:21][CH2:22][C:23]([CH3:26])([CH3:25])[CH3:24])=[O:20])=[CH:17][CH:18]=3)[CH:12]=2)=[O:6])[CH2:3][CH2:2]1.CN(C(ON1N=NC2C=CC=CC1=2)=[N+](C)C)C.F[P-](F)(F)(F)(F)F.CCN(CC)CC.[S:62]1[CH:66]=[CH:65][N:64]=[C:63]1[NH2:67]. The catalyst is CN(C=O)C. The product is [CH:1]1([NH:4][C:5]([C:7]2[CH:12]=[C:11]([C:13]3[C:14]([C:27]([NH:67][C:63]4[S:62][CH:66]=[CH:65][N:64]=4)=[O:29])=[CH:15][C:16]([C:19]([NH:21][CH2:22][C:23]([CH3:26])([CH3:24])[CH3:25])=[O:20])=[CH:17][CH:18]=3)[C:10]([CH3:30])=[CH:9][CH:8]=2)=[O:6])[CH2:3][CH2:2]1. The yield is 0.360. (2) The reactants are [CH2:1]([O:8][N:9]1[CH:13]=[CH:12][C:11]([CH:14]=[O:15])=[CH:10]1)[C:2]1[CH:7]=[CH:6][CH:5]=[CH:4][CH:3]=1.[H-].[Al+3].[Li+].[H-].[H-].[H-].O.C(OCC)(=O)C. The catalyst is O1CCCC1. The product is [CH2:1]([O:8][N:9]1[CH:13]=[CH:12][C:11]([CH2:14][OH:15])=[CH:10]1)[C:2]1[CH:3]=[CH:4][CH:5]=[CH:6][CH:7]=1. The yield is 0.331. (3) The reactants are [CH2:1]=O.[CH3:3][N:4]1[CH2:9][CH2:8][NH:7][CH2:6][CH2:5]1.[F:10][C:11]1[C:12]([NH2:26])=[N:13][C:14]([O:17][CH2:18][C:19]2[CH:24]=[CH:23][C:22]([F:25])=[CH:21][CH:20]=2)=[N:15][CH:16]=1. The catalyst is C(Cl)Cl. The product is [F:10][C:11]1[C:12]([NH:26][CH2:3][N:4]2[CH2:9][CH2:8][N:7]([CH3:1])[CH2:6][CH2:5]2)=[N:13][C:14]([O:17][CH2:18][C:19]2[CH:20]=[CH:21][C:22]([F:25])=[CH:23][CH:24]=2)=[N:15][CH:16]=1. The yield is 0.300. (4) The reactants are Br[C:2]1[CH:3]=[C:4]([O:24][C:25]2[C:26]([CH3:31])=[N:27][CH:28]=[CH:29][CH:30]=2)[C:5]([NH:8][C:9]2[S:13][N:12]=[C:11]([C@H:14]3[CH2:18][O:17][C:16]4([CH2:23][CH2:22][CH2:21][CH2:20][CH2:19]4)[O:15]3)[N:10]=2)=[N:6][CH:7]=1.[SH:32][CH2:33][CH2:34][C:35]([O:37][CH3:38])=[O:36].C(N(CC)C(C)C)(C)C. The catalyst is C1C=CC(/C=C/C(/C=C/C2C=CC=CC=2)=O)=CC=1.C1C=CC(/C=C/C(/C=C/C2C=CC=CC=2)=O)=CC=1.C1C=CC(/C=C/C(/C=C/C2C=CC=CC=2)=O)=CC=1.[Pd].[Pd]. The product is [O:15]1[C:16]2([CH2:23][CH2:22][CH2:21][CH2:20][CH2:19]2)[O:17][CH2:18][C@@H:14]1[C:11]1[N:10]=[C:9]([NH:8][C:5]2[N:6]=[CH:7][C:2]([S:32][CH2:33][CH2:34][C:35]([O:37][CH3:38])=[O:36])=[CH:3][C:4]=2[O:24][C:25]2[C:26]([CH3:31])=[N:27][CH:28]=[CH:29][CH:30]=2)[S:13][N:12]=1. The yield is 0.680. (5) The reactants are Cl[CH2:2][CH2:3][O:4][C:5]1[CH:10]=[CH:9][C:8]([C:11]([C:20]2[CH:25]=[CH:24][C:23]([OH:26])=[CH:22][CH:21]=2)=[C:12]([C:15]2[CH:19]=[CH:18][S:17][CH:16]=2)[CH2:13][CH3:14])=[CH:7][CH:6]=1.[CH3:27][NH2:28]. The catalyst is CO. The product is [CH3:27][NH:28][CH2:2][CH2:3][O:4][C:5]1[CH:10]=[CH:9][C:8]([C:11]([C:20]2[CH:25]=[CH:24][C:23]([OH:26])=[CH:22][CH:21]=2)=[C:12]([C:15]2[CH:19]=[CH:18][S:17][CH:16]=2)[CH2:13][CH3:14])=[CH:7][CH:6]=1. The yield is 0.630. (6) The reactants are [C:1]([NH:5][C:6]([C:8]1[CH:13]=[CH:12][C:11](Br)=[CH:10][N:9]=1)=[O:7])([CH3:4])([CH3:3])[CH3:2].[C:15]1([C:21]#[CH:22])[CH:20]=[CH:19][CH:18]=[CH:17][CH:16]=1.C(N(CC)CC)C. The catalyst is CN(C=O)C.C1C=CC(P(C2C=CC=CC=2)C2C=CC=CC=2)=CC=1.C1C=CC(P(C2C=CC=CC=2)C2C=CC=CC=2)=CC=1.Cl[Pd]Cl.[Cu]I.C1(P(C2C=CC=CC=2)C2C=CC=CC=2)C=CC=CC=1. The product is [C:1]([NH:5][C:6]([C:8]1[CH:13]=[CH:12][C:11]([C:22]#[C:21][C:15]2[CH:20]=[CH:19][CH:18]=[CH:17][CH:16]=2)=[CH:10][N:9]=1)=[O:7])([CH3:4])([CH3:3])[CH3:2]. The yield is 0.700.